This data is from Reaction yield outcomes from USPTO patents with 853,638 reactions. The task is: Predict the reaction yield, written as a fraction of the theoretical maximum amount of product (1.0 means a 100% yield; for example, 0.34 means a 34% yield). (1) The reactants are [CH3:1][C@:2]12[CH2:19][CH2:18][C@H:17]3[C@@H:7]([CH2:8][CH2:9][C:10]4[C@:15]3([CH3:16])[CH2:14][CH2:13][C:12](=[O:20])[CH:11]=4)[C@@H:6]1[CH2:5][CH:4]=[CH:3]2.C(Cl)Cl.C(OCC)(=O)C. The catalyst is C1COCC1. The product is [CH3:1][C@:2]12[CH2:19][CH2:18][C@H:17]3[C@@H:7]([CH2:8][CH2:9][C:10]4[C@:15]3([CH3:16])[CH2:14][CH2:13][C@@H:12]([OH:20])[CH:11]=4)[C@@H:6]1[CH2:5][CH:4]=[CH:3]2. The yield is 0.480. (2) The reactants are [C:1](N1C2C=CC=CC=2N(C(=O)C)C1=O)(=[O:3])[CH3:2].[CH3:17][O:18][C:19]1[CH:20]=[C:21]([N:28]2[CH2:34][C@H:33]([OH:35])[CH2:32][NH:31][CH2:30][CH2:29]2)[CH:22]=[CH:23][C:24]=1[N+:25]([O-:27])=[O:26]. The catalyst is C1COCC1. The product is [OH:35][C@@H:33]1[CH2:32][N:31]([C:1](=[O:3])[CH3:2])[CH2:30][CH2:29][N:28]([C:21]2[CH:22]=[CH:23][C:24]([N+:25]([O-:27])=[O:26])=[C:19]([O:18][CH3:17])[CH:20]=2)[CH2:34]1. The yield is 0.770.